Dataset: NCI-60 drug combinations with 297,098 pairs across 59 cell lines. Task: Regression. Given two drug SMILES strings and cell line genomic features, predict the synergy score measuring deviation from expected non-interaction effect. (1) Drug 1: COC1=CC(=CC(=C1O)OC)C2C3C(COC3=O)C(C4=CC5=C(C=C24)OCO5)OC6C(C(C7C(O6)COC(O7)C8=CC=CS8)O)O. Drug 2: CC1=C(C=C(C=C1)NC(=O)C2=CC=C(C=C2)CN3CCN(CC3)C)NC4=NC=CC(=N4)C5=CN=CC=C5. Cell line: NCI/ADR-RES. Synergy scores: CSS=0.582, Synergy_ZIP=0.205, Synergy_Bliss=1.06, Synergy_Loewe=-0.500, Synergy_HSA=0.136. (2) Drug 1: CC1=C(C=C(C=C1)NC2=NC=CC(=N2)N(C)C3=CC4=NN(C(=C4C=C3)C)C)S(=O)(=O)N.Cl. Drug 2: C1CCC(CC1)NC(=O)N(CCCl)N=O. Cell line: NCI-H226. Synergy scores: CSS=21.0, Synergy_ZIP=0.0800, Synergy_Bliss=0.468, Synergy_Loewe=-1.39, Synergy_HSA=1.72. (3) Drug 1: CC1=C(C=C(C=C1)NC2=NC=CC(=N2)N(C)C3=CC4=NN(C(=C4C=C3)C)C)S(=O)(=O)N.Cl. Drug 2: C(=O)(N)NO. Cell line: 786-0. Synergy scores: CSS=7.33, Synergy_ZIP=-2.48, Synergy_Bliss=-4.07, Synergy_Loewe=-3.55, Synergy_HSA=-3.54. (4) Drug 1: CN(C)C1=NC(=NC(=N1)N(C)C)N(C)C. Drug 2: C1=CC(=CC=C1CC(C(=O)O)N)N(CCCl)CCCl.Cl. Cell line: MCF7. Synergy scores: CSS=14.0, Synergy_ZIP=-2.52, Synergy_Bliss=4.68, Synergy_Loewe=-14.3, Synergy_HSA=1.60.